This data is from Forward reaction prediction with 1.9M reactions from USPTO patents (1976-2016). The task is: Predict the product of the given reaction. (1) Given the reactants [Cl:1][C:2]1[CH:3]=[C:4]([C:25]([O:27][CH3:28])=[O:26])[C:5]([CH3:24])=[C:6]([N:8]([CH2:22][CH3:23])[CH:9]2[CH2:14][CH2:13][N:12](C(OC(C)(C)C)=O)[CH2:11][CH2:10]2)[CH:7]=1.C(O)(C(F)(F)F)=O.C(=O)(O)[O-].[Na+], predict the reaction product. The product is: [Cl:1][C:2]1[CH:7]=[C:6]([N:8]([CH2:22][CH3:23])[CH:9]2[CH2:14][CH2:13][NH:12][CH2:11][CH2:10]2)[C:5]([CH3:24])=[C:4]([CH:3]=1)[C:25]([O:27][CH3:28])=[O:26]. (2) Given the reactants [NH:1]1[C:5]2[CH:6]=[CH:7][CH:8]=[CH:9][C:4]=2[N:3]=[C:2]1[S:10][C:11]1[O:15][C:14]([CH:16]=O)=[CH:13][CH:12]=1.C1(P(C2C=CC=CC=2)(C2C=CC=CC=2)=[C:25]2[CH2:29][C:28](=[O:30])[NH:27][C:26]2=[O:31])C=CC=CC=1, predict the reaction product. The product is: [NH:3]1[C:4]2[CH:9]=[CH:8][CH:7]=[CH:6][C:5]=2[N:1]=[C:2]1[S:10][C:11]1[O:15][C:14](/[CH:16]=[C:25]2/[C:26](=[O:31])[NH:27][C:28](=[O:30])[CH2:29]/2)=[CH:13][CH:12]=1. (3) Given the reactants [F:1][C:2]1[C:7]([C:8]([F:11])([F:10])[F:9])=[CH:6][CH:5]=[CH:4][C:3]=1[C:12]1[S:13][C:14]([CH3:28])=[C:15]([CH2:17][N:18]2[CH:22]=[C:21]([C:23]([O:25]CC)=[O:24])[CH:20]=[N:19]2)[N:16]=1.[OH-].[Na+].O, predict the reaction product. The product is: [F:1][C:2]1[C:7]([C:8]([F:9])([F:10])[F:11])=[CH:6][CH:5]=[CH:4][C:3]=1[C:12]1[S:13][C:14]([CH3:28])=[C:15]([CH2:17][N:18]2[CH:22]=[C:21]([C:23]([OH:25])=[O:24])[CH:20]=[N:19]2)[N:16]=1. (4) Given the reactants [CH2:1]([N:5]([CH2:32][CH:33]([CH3:35])[CH3:34])[C:6]1[CH:11]=[CH:10][C:9]([C:12]2[C:13]([C:18]([OH:20])=O)=[CH:14][CH:15]=[CH:16][CH:17]=2)=[CH:8][C:7]=1[NH:21][C:22]([NH:24][C:25]1[CH:30]=[CH:29][C:28]([CH3:31])=[CH:27][CH:26]=1)=[O:23])[CH:2]([CH3:4])[CH3:3].C(Cl)CCl.[CH3:40][S:41]([NH2:44])(=[O:43])=[O:42], predict the reaction product. The product is: [CH2:32]([N:5]([CH2:1][CH:2]([CH3:3])[CH3:4])[C:6]1[CH:11]=[CH:10][C:9]([C:12]2[C:13]([C:18]([NH:44][S:41]([CH3:40])(=[O:43])=[O:42])=[O:20])=[CH:14][CH:15]=[CH:16][CH:17]=2)=[CH:8][C:7]=1[NH:21][C:22]([NH:24][C:25]1[CH:26]=[CH:27][C:28]([CH3:31])=[CH:29][CH:30]=1)=[O:23])[CH:33]([CH3:35])[CH3:34]. (5) Given the reactants [OH:1][C:2]1[CH:7]=[CH:6][C:5]([C:8]2[CH:13]=[CH:12][CH:11]=[CH:10][C:9]=2[N+:14]([O-:16])=[O:15])=[CH:4][CH:3]=1.C[O:18][C:19](=[O:28])[C:20]1[CH:25]=[CH:24][CH:23]=[C:22]([CH2:26]Br)[CH:21]=1, predict the reaction product. The product is: [N+:14]([C:9]1[CH:10]=[CH:11][CH:12]=[CH:13][C:8]=1[C:5]1[CH:6]=[CH:7][C:2]([O:1][CH2:26][C:22]2[CH:21]=[C:20]([CH:25]=[CH:24][CH:23]=2)[C:19]([OH:28])=[O:18])=[CH:3][CH:4]=1)([O-:16])=[O:15]. (6) Given the reactants Cl[C:2]1[N:7]=[CH:6][C:5]([CH2:8][C:9]2[CH:10]=[C:11]3[C:16](=[C:17]4[CH:22]=[CH:21][CH:20]=[CH:19][C:18]=24)[N:15]=[CH:14][N:13]([C@H:23]2[CH2:28][CH2:27][O:26][CH2:25][C@@H:24]2[OH:29])[C:12]3=[O:30])=[CH:4][CH:3]=1.[Cl-].C[Zn+].[CH2:34](Cl)Cl, predict the reaction product. The product is: [OH:29][C@@H:24]1[C@@H:23]([N:13]2[C:12](=[O:30])[C:11]3[C:16](=[C:17]4[CH:22]=[CH:21][CH:20]=[CH:19][C:18]4=[C:9]([CH2:8][C:5]4[CH:6]=[N:7][C:2]([CH3:34])=[CH:3][CH:4]=4)[CH:10]=3)[N:15]=[CH:14]2)[CH2:28][CH2:27][O:26][CH2:25]1.